Regression. Given a peptide amino acid sequence and an MHC pseudo amino acid sequence, predict their binding affinity value. This is MHC class II binding data. From a dataset of Peptide-MHC class II binding affinity with 134,281 pairs from IEDB. (1) The peptide sequence is AVLFIQRFKEVGAWV. The MHC is H-2-IAb with pseudo-sequence H-2-IAb. The binding affinity (normalized) is 0. (2) The peptide sequence is DWLNKYSYYPEDPVK. The MHC is HLA-DQA10201-DQB10402 with pseudo-sequence HLA-DQA10201-DQB10402. The binding affinity (normalized) is 0. (3) The peptide sequence is EKKMSNYIQFKSKCRIEPVC. The MHC is HLA-DQA10501-DQB10201 with pseudo-sequence HLA-DQA10501-DQB10201. The binding affinity (normalized) is 0. (4) The peptide sequence is LVSFLLLAGRSCGMY. The MHC is DRB4_0101 with pseudo-sequence DRB4_0103. The binding affinity (normalized) is 0.282. (5) The peptide sequence is YEGQRVVFIQPSPVRD. The MHC is HLA-DQA10501-DQB10201 with pseudo-sequence HLA-DQA10501-DQB10201. The binding affinity (normalized) is 0.149.